This data is from Reaction yield outcomes from USPTO patents with 853,638 reactions. The task is: Predict the reaction yield, written as a fraction of the theoretical maximum amount of product (1.0 means a 100% yield; for example, 0.34 means a 34% yield). (1) The reactants are [Cl:1][C:2]1[CH:29]=[CH:28][C:5]2[N:6]([C@H:23]3[CH2:27][CH2:26][NH:25][CH2:24]3)[C:7]([CH2:9][N:10]3[C:14]4=[CH:15][N:16]=[CH:17][CH:18]=[C:13]4[C:12]([S:19]([CH3:22])(=[O:21])=[O:20])=[N:11]3)=[N:8][C:4]=2[CH:3]=1.FC(F)(F)S(O[CH2:36][C:37]([F:40])([F:39])[F:38])(=O)=O.C([O-])([O-])=O.[Cs+].[Cs+]. The catalyst is CN(C=O)C. The product is [Cl:1][C:2]1[CH:29]=[CH:28][C:5]2[N:6]([C@H:23]3[CH2:27][CH2:26][N:25]([CH2:36][C:37]([F:40])([F:39])[F:38])[CH2:24]3)[C:7]([CH2:9][N:10]3[C:14]4=[CH:15][N:16]=[CH:17][CH:18]=[C:13]4[C:12]([S:19]([CH3:22])(=[O:20])=[O:21])=[N:11]3)=[N:8][C:4]=2[CH:3]=1. The yield is 0.210. (2) The reactants are [CH3:1][C:2]1([CH3:37])[CH2:6][O:5][C:4]2=[CH:7][C:8]3[O:9][CH2:10][C:11]4([C:35]=3[CH:36]=[C:3]12)[C:19]1[C:14](=[CH:15][CH:16]=[CH:17][CH:18]=1)[N:13]([CH2:20][CH:21]1[CH2:26][CH2:25][N:24](C(OC(C)(C)C)=O)[CH2:23][CH2:22]1)[C:12]4=[O:34].Br. The yield is 0.460. The catalyst is ClCCl. The product is [CH3:1][C:2]1([CH3:37])[CH2:6][O:5][C:4]2=[CH:7][C:8]3[O:9][CH2:10][C:11]4([C:35]=3[CH:36]=[C:3]12)[C:19]1[C:14](=[CH:15][CH:16]=[CH:17][CH:18]=1)[N:13]([CH2:20][CH:21]1[CH2:22][CH2:23][NH:24][CH2:25][CH2:26]1)[C:12]4=[O:34]. (3) The reactants are F[C:2]1[CH:7]=[C:6]([C:8]([F:11])([F:10])[F:9])[CH:5]=[C:4]([N+:12]([O-:14])=[O:13])[CH:3]=1.C([O-])([O-])=O.[K+].[K+].[CH3:21][C:22]1[CH:26]=[CH:25][NH:24][N:23]=1. The catalyst is CN(C=O)C.C(Cl)Cl. The product is [CH3:21][C:22]1[CH:26]=[CH:25][N:24]([C:2]2[CH:7]=[C:6]([C:8]([F:11])([F:10])[F:9])[CH:5]=[C:4]([N+:12]([O-:14])=[O:13])[CH:3]=2)[N:23]=1. The yield is 0.421. (4) The reactants are [CH:1]1([CH2:4][O:5][C:6]2[CH:15]=[CH:14][C:9]([C:10]([O:12]C)=[O:11])=[CH:8][C:7]=2[C:16]#[C:17][C:18]2[CH:23]=[CH:22][CH:21]=[CH:20][N:19]=2)[CH2:3][CH2:2]1.O.[OH-].[Li+]. The catalyst is C1COCC1.CO.O. The product is [CH:1]1([CH2:4][O:5][C:6]2[CH:15]=[CH:14][C:9]([C:10]([OH:12])=[O:11])=[CH:8][C:7]=2[C:16]#[C:17][C:18]2[CH:23]=[CH:22][CH:21]=[CH:20][N:19]=2)[CH2:3][CH2:2]1. The yield is 0.910.